From a dataset of Merck oncology drug combination screen with 23,052 pairs across 39 cell lines. Regression. Given two drug SMILES strings and cell line genomic features, predict the synergy score measuring deviation from expected non-interaction effect. (1) Drug 1: O=P1(N(CCCl)CCCl)NCCCO1. Drug 2: C=CCn1c(=O)c2cnc(Nc3ccc(N4CCN(C)CC4)cc3)nc2n1-c1cccc(C(C)(C)O)n1. Cell line: A427. Synergy scores: synergy=4.38. (2) Drug 1: COC12C(COC(N)=O)C3=C(C(=O)C(C)=C(N)C3=O)N1CC1NC12. Drug 2: O=C(CCCCCCC(=O)Nc1ccccc1)NO. Cell line: MSTO. Synergy scores: synergy=41.9. (3) Drug 1: CN(Cc1cnc2nc(N)nc(N)c2n1)c1ccc(C(=O)NC(CCC(=O)O)C(=O)O)cc1. Drug 2: Cn1cc(-c2cnn3c(N)c(Br)c(C4CCCNC4)nc23)cn1. Cell line: PA1. Synergy scores: synergy=-20.0. (4) Drug 1: O=S1(=O)NC2(CN1CC(F)(F)F)C1CCC2Cc2cc(C=CCN3CCC(C(F)(F)F)CC3)ccc2C1. Synergy scores: synergy=14.8. Drug 2: CC1(c2nc3c(C(N)=O)cccc3[nH]2)CCCN1. Cell line: T47D. (5) Drug 1: O=P1(N(CCCl)CCCl)NCCCO1. Drug 2: CNC(=O)c1cc(Oc2ccc(NC(=O)Nc3ccc(Cl)c(C(F)(F)F)c3)cc2)ccn1. Cell line: MDAMB436. Synergy scores: synergy=0.680. (6) Drug 1: O=c1[nH]cc(F)c(=O)[nH]1. Drug 2: COC1=C2CC(C)CC(OC)C(O)C(C)C=C(C)C(OC(N)=O)C(OC)C=CC=C(C)C(=O)NC(=CC1=O)C2=O. Cell line: T47D. Synergy scores: synergy=30.7.